This data is from Full USPTO retrosynthesis dataset with 1.9M reactions from patents (1976-2016). The task is: Predict the reactants needed to synthesize the given product. (1) Given the product [C:1]1([C@H:7]([O:9][C:10](=[O:24])[NH:11][C:12]2[N:13]([CH3:23])[N:14]=[CH:15][C:16]=2[C:17]2[CH:18]=[CH:19][C:20]([O:26][CH3:25])=[CH:21][CH:22]=2)[CH3:8])[CH:2]=[CH:3][CH:4]=[CH:5][CH:6]=1, predict the reactants needed to synthesize it. The reactants are: [C:1]1([C@H:7]([O:9][C:10](=[O:24])[NH:11][C:12]2[N:13]([CH3:23])[N:14]=[CH:15][C:16]=2[C:17]2[CH:22]=[CH:21][CH:20]=[CH:19][CH:18]=2)[CH3:8])[CH:6]=[CH:5][CH:4]=[CH:3][CH:2]=1.[CH3:25][O:26]C1C=CC(B(O)O)=CC=1.COC(C1N(C)N=CC=1Br)=O. (2) Given the product [C:1]([N:4]1[CH2:7][C:6]2([CH2:16][C:15](=[O:17])[C:14]3[C:9](=[CH:10][CH:11]=[C:12](/[CH:18]=[CH:19]/[C:20]([NH:22][OH:23])=[O:21])[CH:13]=3)[O:8]2)[CH2:5]1)(=[O:3])[CH3:2], predict the reactants needed to synthesize it. The reactants are: [C:1]([N:4]1[CH2:7][C:6]2([CH2:16][C:15](=[O:17])[C:14]3[C:9](=[CH:10][CH:11]=[C:12](/[CH:18]=[CH:19]/[C:20]([NH:22][O:23]C4CCCCO4)=[O:21])[CH:13]=3)[O:8]2)[CH2:5]1)(=[O:3])[CH3:2].Cl. (3) Given the product [Br:1][C:2]1[O:6][C:5]([CH2:7][CH2:8][CH:9]([CH2:15][OH:16])[CH2:10][OH:11])=[N:4][C:3]=1[C:20]1[CH:21]=[CH:22][C:23]([C:26]([F:29])([F:28])[F:27])=[CH:24][CH:25]=1, predict the reactants needed to synthesize it. The reactants are: [Br:1][C:2]1[O:6][C:5]([CH2:7][CH2:8][CH:9]([C:15](OCC)=[O:16])[C:10](OCC)=[O:11])=[N:4][C:3]=1[C:20]1[CH:25]=[CH:24][C:23]([C:26]([F:29])([F:28])[F:27])=[CH:22][CH:21]=1.[BH4-].[Na+]. (4) Given the product [CH3:2][O:3][C:4]1[CH:5]=[C:6]([C:12]2[C@H:21]3[C@H:16]([CH2:17][CH2:18][CH2:19][CH2:20]3)[C:15](=[O:22])[N:14]([CH:23]3[CH2:24][CH2:25][N:26]([C:45](=[O:46])[C@H:37]([NH:36][C:34](=[O:35])[O:33][C:29]([CH3:30])([CH3:31])[CH3:32])[CH2:38][C:39]4[CH:44]=[CH:43][CH:42]=[CH:41][CH:40]=4)[CH2:27][CH2:28]3)[N:13]=2)[CH:7]=[CH:8][C:9]=1[O:10][CH3:11], predict the reactants needed to synthesize it. The reactants are: Cl.[CH3:2][O:3][C:4]1[CH:5]=[C:6]([C:12]2[C@@H:21]3[C@@H:16]([CH2:17][CH2:18][CH2:19][CH2:20]3)[C:15](=[O:22])[N:14]([CH:23]3[CH2:28][CH2:27][NH:26][CH2:25][CH2:24]3)[N:13]=2)[CH:7]=[CH:8][C:9]=1[O:10][CH3:11].[C:29]([O:33][C:34]([NH:36][C@@H:37]([C:45](O)=[O:46])[CH2:38][C:39]1[CH:44]=[CH:43][CH:42]=[CH:41][CH:40]=1)=[O:35])([CH3:32])([CH3:31])[CH3:30].CCOC(C(C#N)=NOC(N1CCOCC1)=[N+](C)C)=O.F[P-](F)(F)(F)(F)F.CCN(C(C)C)C(C)C.C(=O)(O)[O-].[Na+]. (5) Given the product [CH:10]1[CH:11]=[CH:12][CH2:13][N:14]2[CH:23]=[CH:22][C:21]3[C:16](=[CH:17][CH:18]=[CH:19][CH:20]=3)[C:15]=12, predict the reactants needed to synthesize it. The reactants are: FC[C@@H]1COC(=O)C1.N[C:10]1[CH:11]=[CH:12][CH2:13][N:14]2[CH:23]=[CH:22][C:21]3[C:16](=[CH:17][CH:18]=[CH:19][CH:20]=3)[C:15]=12.